Task: Predict the reaction yield, written as a fraction of the theoretical maximum amount of product (1.0 means a 100% yield; for example, 0.34 means a 34% yield).. Dataset: Reaction yield outcomes from USPTO patents with 853,638 reactions (1) The reactants are C([O:9][C:10]1[CH:15]=[C:14]([Br:16])[C:13]([O:17][C:18]2[CH:23]=[CH:22][C:21]([O:24][CH3:25])=[C:20]([CH2:26][C:27]3[CH:32]=[CH:31][C:30]([F:33])=[CH:29][CH:28]=3)[CH:19]=2)=[C:12]([Br:34])[CH:11]=1)(=O)C1C=CC=CC=1.[OH-].[Na+].C(OCC)(=O)C. The catalyst is C1COCC1. The product is [Br:16][C:14]1[CH:15]=[C:10]([OH:9])[CH:11]=[C:12]([Br:34])[C:13]=1[O:17][C:18]1[CH:23]=[CH:22][C:21]([O:24][CH3:25])=[C:20]([CH2:26][C:27]2[CH:32]=[CH:31][C:30]([F:33])=[CH:29][CH:28]=2)[CH:19]=1. The yield is 0.930. (2) The reactants are [CH2:1]1[CH2:6][C@H:5]([C:7]([OH:9])=[O:8])[CH2:4][CH2:3][C@H:2]1[CH2:10][NH2:11].[CH3:12][CH:13]([CH3:32])[C:14]([O:16][CH:17]([O:21][C:22](ON1C(=O)CCC1=O)=[O:23])[CH:18]([CH3:20])[CH3:19])=[O:15]. The product is [CH3:12][CH:13]([CH3:32])[C:14]([O:16][CH:17]([O:21][C:22]([NH:11][CH2:10][C@H:2]1[CH2:3][CH2:4][C@H:5]([C:7]([OH:9])=[O:8])[CH2:6][CH2:1]1)=[O:23])[CH:18]([CH3:19])[CH3:20])=[O:15]. The catalyst is CC(OC)(C)C.CC(C)=O.O. The yield is 0.710. (3) The reactants are [C:1]([CH:6]=P(C1C=CC=CC=1)(C1C=CC=CC=1)C1C=CC=CC=1)([O:3][CH2:4][CH3:5])=[O:2].[F:26][C:27]1[C:32]([F:33])=[CH:31][CH:30]=[CH:29][C:28]=1[C@@H:34]1[CH2:44][CH2:43][C:42](=O)[C:37]2=[N:38][CH:39]=[CH:40][CH:41]=[C:36]2[C@H:35]1[NH:46][C:47](=[O:53])[O:48][C:49]([CH3:52])([CH3:51])[CH3:50]. The catalyst is C1(C)C=CC=CC=1. The product is [C:49]([O:48][C:47]([NH:46][C@@H:35]1[C:36]2[C:37](=[N:38][CH:39]=[CH:40][CH:41]=2)/[C:42](=[CH:6]/[C:1]([O:3][CH2:4][CH3:5])=[O:2])/[CH2:43][CH2:44][C@H:34]1[C:28]1[CH:29]=[CH:30][CH:31]=[C:32]([F:33])[C:27]=1[F:26])=[O:53])([CH3:51])([CH3:52])[CH3:50]. The yield is 0.590. (4) The yield is 0.250. The catalyst is C1COCC1.[Br-].C([N+](CCCC)(CCCC)CCCC)CCC.C1C=CC([P]([Pd]([P](C2C=CC=CC=2)(C2C=CC=CC=2)C2C=CC=CC=2)([P](C2C=CC=CC=2)(C2C=CC=CC=2)C2C=CC=CC=2)[P](C2C=CC=CC=2)(C2C=CC=CC=2)C2C=CC=CC=2)(C2C=CC=CC=2)C2C=CC=CC=2)=CC=1. The product is [CH3:5][C:6]1([CH3:23])[NH:7][C:14](=[O:42])[C:13]2[S:12][C:11]([N:7]3[C:6]4[CH:23]=[C:2]([C:37]5[C:32]([O:31][CH3:30])=[N:33][C:34]([CH3:41])=[CH:35][CH:36]=5)[CH:3]=[CH:4][C:5]=4[O:10][CH2:9][CH2:8]3)=[N:19][C:18]=2[CH2:17]1. The reactants are Br[C:2]1[CH:3]=[CH:4][C:5]2[O:10][CH2:9][CH2:8][N:7]([C:11]3[S:12][C:13]4[CH2:14]C(C)(C)N[C:17](=O)[C:18]=4[N:19]=3)[C:6]=2[CH:23]=1.C(=O)([O-])[O-].[Na+].[Na+].[CH3:30][O:31][C:32]1[C:37](B(O)O)=[CH:36][CH:35]=[C:34]([CH3:41])[N:33]=1.[OH2:42]. (5) The reactants are O=O.[C:3]1([C:9]2[CH2:14][CH2:13][CH2:12][CH2:11][C:10]=2[C:15]([OH:17])=[O:16])[CH:8]=[CH:7][CH:6]=[CH:5][CH:4]=1.C(N(CC)CC)C.[H][H]. The catalyst is COC(C)(C)C.CO. The product is [C:3]1([CH:9]2[CH2:14][CH2:13][CH2:12][CH2:11][CH:10]2[C:15]([OH:17])=[O:16])[CH:8]=[CH:7][CH:6]=[CH:5][CH:4]=1. The yield is 1.00. (6) The reactants are Cl.[C:2]1([C:8]2[S:12][C:11]3=[N:13][C:14]([NH:16][C:17]([C@@H:19]4[CH2:24][O:23][CH2:22][CH2:21][NH:20]4)=[O:18])=[CH:15][N:10]3[CH:9]=2)[CH:7]=[CH:6][CH:5]=[CH:4][CH:3]=1.[CH3:25][C:26]([O:29][C:30]([NH:32][C@@H:33]([C:40](O)=[O:41])[C:34]1[CH:39]=[CH:38][CH:37]=[CH:36][CH:35]=1)=[O:31])([CH3:28])[CH3:27].F[P-](F)(F)(F)(F)F.N1(O[P+](N(C)C)(N(C)C)N(C)C)C2C=CC=CC=2N=N1.C(N(CC)CC)C. The catalyst is ClCCl. The product is [C:26]([O:29][C:30](=[O:31])[NH:32][C@@H:33]([C:34]1[CH:35]=[CH:36][CH:37]=[CH:38][CH:39]=1)[C:40](=[O:41])[N:20]1[CH2:21][CH2:22][O:23][CH2:24][C@@H:19]1[C:17](=[O:18])[NH:16][C:14]1[N:13]=[C:11]2[N:10]([CH:15]=1)[CH:9]=[C:8]([C:2]1[CH:3]=[CH:4][CH:5]=[CH:6][CH:7]=1)[S:12]2)([CH3:28])([CH3:25])[CH3:27]. The yield is 0.0600. (7) The reactants are [C:1]([C:3]1[C:4]([C:20]([F:23])([F:22])[F:21])=[C:5]2[C:9](=[CH:10][CH:11]=1)[N:8]([CH2:12][C:13](=[NH:16])[NH:14][OH:15])[C:7]([CH2:17][CH2:18][CH3:19])=[CH:6]2)#[N:2].[F:24][C:25]([F:36])([F:35])[C:26]1[CH:27]=[C:28]([CH:32]=[CH:33][CH:34]=1)[C:29](Cl)=O.C(N(CC)C(C)C)(C)C. The catalyst is C(#N)C. The product is [CH2:17]([C:7]1[N:8]([CH2:12][C:13]2[N:16]=[C:29]([C:28]3[CH:32]=[CH:33][CH:34]=[C:26]([C:25]([F:24])([F:35])[F:36])[CH:27]=3)[O:15][N:14]=2)[C:9]2[C:5]([CH:6]=1)=[C:4]([C:20]([F:22])([F:23])[F:21])[C:3]([C:1]#[N:2])=[CH:11][CH:10]=2)[CH2:18][CH3:19]. The yield is 0.410. (8) The reactants are [CH3:1][O:2][C:3]1[CH:4]=[C:5]2[C:10](=[CH:11][C:12]=1[N+:13]([O-])=O)[NH:9][C:8](=[O:16])[CH2:7][CH2:6]2.CN(C)C=O.[H][H]. The catalyst is C(OCC)(=O)C.CO.[Pd]. The product is [NH2:13][C:12]1[CH:11]=[C:10]2[C:5]([CH2:6][CH2:7][C:8](=[O:16])[NH:9]2)=[CH:4][C:3]=1[O:2][CH3:1]. The yield is 0.920. (9) The reactants are [CH3:1][O:2][C:3]1[CH:12]=[C:11]([O:13][CH3:14])[CH:10]=[C:9]2[C:4]=1[C:5](=[O:28])[NH:6][C:7]([C:15]1[C:20]([NH:21][CH:22]3[CH2:27][CH2:26][NH:25][CH2:24][CH2:23]3)=[CH:19][CH:18]=[CH:17][N:16]=1)=[N:8]2.[CH3:29][C:30]1([CH3:33])[CH2:32][O:31]1. The catalyst is C(O)C. The product is [OH:31][C:30]([CH3:33])([CH3:32])[CH2:29][N:25]1[CH2:26][CH2:27][CH:22]([NH:21][C:20]2[C:15]([C:7]3[NH:6][C:5](=[O:28])[C:4]4[C:9](=[CH:10][C:11]([O:13][CH3:14])=[CH:12][C:3]=4[O:2][CH3:1])[N:8]=3)=[N:16][CH:17]=[CH:18][CH:19]=2)[CH2:23][CH2:24]1. The yield is 0.720. (10) The product is [CH:1]1([O:6][C:7](=[O:33])[C@@H:8]([NH2:25])[CH2:9][CH2:10][O:11][C:12]2[CH:21]=[C:20]3[C:15]([C:16]([Cl:22])=[CH:17][CH:18]=[N:19]3)=[CH:14][C:13]=2[O:23][CH3:24])[CH2:5][CH2:4][CH2:3][CH2:2]1. The reactants are [CH:1]1([O:6][C:7](=[O:33])[C@@H:8]([NH:25]C(OC(C)(C)C)=O)[CH2:9][CH2:10][O:11][C:12]2[CH:21]=[C:20]3[C:15]([C:16]([Cl:22])=[CH:17][CH:18]=[N:19]3)=[CH:14][C:13]=2[O:23][CH3:24])[CH2:5][CH2:4][CH2:3][CH2:2]1.C(O)(C(F)(F)F)=O. The yield is 0.860. The catalyst is C(Cl)Cl.